Dataset: Full USPTO retrosynthesis dataset with 1.9M reactions from patents (1976-2016). Task: Predict the reactants needed to synthesize the given product. (1) Given the product [CH3:1][N:2]1[C:7](=[O:8])[C:6]([N:9]2[CH2:14][CH2:13][O:12][CH2:11][CH2:10]2)=[C:5]2[CH2:15][N:16]([CH2:19][CH2:20][C:21]3[CH:30]=[CH:29][C:28]4[C:23](=[CH:24][CH:25]=[CH:26][CH:27]=4)[N:22]=3)[C:17](=[O:18])[C:4]2=[CH:3]1, predict the reactants needed to synthesize it. The reactants are: [CH3:1][N:2]1[C:7](=[O:8])[C:6]([N:9]2[CH2:14][CH2:13][O:12][CH2:11][CH2:10]2)=[C:5]2[C:15](=O)[N:16]([CH2:19][CH2:20][C:21]3[CH:30]=[CH:29][C:28]4[C:23](=[CH:24][CH:25]=[CH:26][CH:27]=4)[N:22]=3)[C:17](=[O:18])[C:4]2=[CH:3]1. (2) Given the product [CH3:1][C:2]1[CH:7]=[CH:6][C:5]([CH3:8])=[CH:4][C:3]=1[NH:9][C:10]1[N:15]2[N:16]=[CH:17][C:18]([C:19]([NH:42][S:39]([CH2:37][CH3:38])(=[O:41])=[O:40])=[O:20])=[C:14]2[N:13]=[CH:12][C:11]=1[C:22]([N:24]1[CH2:25][CH2:26][C:27]([F:36])([C:30]2[CH:35]=[CH:34][CH:33]=[CH:32][CH:31]=2)[CH2:28][CH2:29]1)=[O:23], predict the reactants needed to synthesize it. The reactants are: [CH3:1][C:2]1[CH:7]=[CH:6][C:5]([CH3:8])=[CH:4][C:3]=1[NH:9][C:10]1[N:15]2[N:16]=[CH:17][C:18]([C:19](O)=[O:20])=[C:14]2[N:13]=[CH:12][C:11]=1[C:22]([N:24]1[CH2:29][CH2:28][C:27]([F:36])([C:30]2[CH:35]=[CH:34][CH:33]=[CH:32][CH:31]=2)[CH2:26][CH2:25]1)=[O:23].[CH2:37]([S:39]([NH2:42])(=[O:41])=[O:40])[CH3:38].